Task: Predict the product of the given reaction.. Dataset: Forward reaction prediction with 1.9M reactions from USPTO patents (1976-2016) The product is: [CH3:3][CH:2]([N:4]1[C:8]([C:9]2[N:10]=[C:11]3[N:21]([CH:22]=2)[CH2:20][CH2:19][O:18][C:17]2[C:12]3=[CH:13][N:14]=[C:15]([N:23]3[CH2:27][CH2:26][CH2:25][CH:24]3[CH:28]=[O:29])[CH:16]=2)=[N:7][CH:6]=[N:5]1)[CH3:1]. Given the reactants [CH3:1][CH:2]([N:4]1[C:8]([C:9]2[N:10]=[C:11]3[N:21]([CH:22]=2)[CH2:20][CH2:19][O:18][C:17]2[C:12]3=[CH:13][N:14]=[C:15]([N:23]3[CH2:27][CH2:26][CH2:25][CH:24]3[CH2:28][OH:29])[CH:16]=2)=[N:7][CH:6]=[N:5]1)[CH3:3].IC1C=CC=CC=1C(O)=O, predict the reaction product.